This data is from Forward reaction prediction with 1.9M reactions from USPTO patents (1976-2016). The task is: Predict the product of the given reaction. (1) Given the reactants C(OC([N:8]1[CH2:13][CH2:12][N:11]([C:14]2[C:23]([F:24])=[CH:22][CH:21]=[C:20]3[C:15]=2[CH2:16][NH:17][C:18](=[O:32])[N:19]3[CH2:25][C:26]2[CH:31]=[CH:30][CH:29]=[CH:28][CH:27]=2)[CH2:10][CH2:9]1)=O)(C)(C)C.C(OCC)C, predict the reaction product. The product is: [CH2:25]([N:19]1[C:20]2[C:15](=[C:14]([N:11]3[CH2:12][CH2:13][NH:8][CH2:9][CH2:10]3)[C:23]([F:24])=[CH:22][CH:21]=2)[CH2:16][NH:17][C:18]1=[O:32])[C:26]1[CH:31]=[CH:30][CH:29]=[CH:28][CH:27]=1. (2) The product is: [CH:15]1([C:31]2[C:32]([O:45][CH2:46][C:47]3([C:50]([F:53])([F:52])[F:51])[CH2:49][CH2:48]3)=[CH:33][C:34]([F:44])=[C:35]([CH:43]=2)[C:36]([NH:38][S:39]([CH3:42])(=[O:41])=[O:40])=[O:37])[CH2:10][CH2:9]1. Given the reactants N1(S(N[C:9](=O)[C:10]2[CH:15]=C(Cl)C(OCC3(C(F)(F)F)CCCC3)=CC=2F)(=O)=O)CCC1.Cl[C:31]1[C:32]([O:45][CH2:46][C:47]2([C:50]([F:53])([F:52])[F:51])[CH2:49][CH2:48]2)=[CH:33][C:34]([F:44])=[C:35]([CH:43]=1)[C:36]([NH:38][S:39]([CH3:42])(=[O:41])=[O:40])=[O:37], predict the reaction product. (3) Given the reactants [CH3:1][S:2][C:3]1[CH:8]=[CH:7][C:6](B(O)O)=[CH:5][CH:4]=1.[Br:12][C:13]1[CH:14]=[N:15][CH:16]=[C:17](Br)[CH:18]=1, predict the reaction product. The product is: [Br:12][C:13]1[CH:14]=[N:15][CH:16]=[C:17]([C:6]2[CH:7]=[CH:8][C:3]([S:2][CH3:1])=[CH:4][CH:5]=2)[CH:18]=1. (4) Given the reactants [C:1]1([CH2:7][CH2:8][C:9]2[CH:14]=[CH:13][N:12]=[C:11]3[NH:15][N:16]=[C:17]([O:18][C@@H:19]4[O:45][C@H:44]([CH2:46][O:47][C:48](=[O:53])[C:49]([CH3:52])([CH3:51])[CH3:50])[C@@H:36]([O:37][C:38](=[O:43])[C:39]([CH3:42])([CH3:41])[CH3:40])[C@H:28]([O:29][C:30](=[O:35])[C:31]([CH3:34])([CH3:33])[CH3:32])[C@H:20]4[O:21][C:22](=[O:27])[C:23]([CH3:26])([CH3:25])[CH3:24])[C:10]=23)[CH:6]=[CH:5][CH:4]=[CH:3][CH:2]=1.C(=O)([O-])[O-].[Cs+].[Cs+].Br[CH2:61][CH2:62][O:63][CH2:64][C:65]1[CH:70]=[CH:69][CH:68]=[CH:67][CH:66]=1.[I-].[Na+], predict the reaction product. The product is: [CH2:64]([O:63][CH2:62][CH2:61][N:15]1[C:11]2=[N:12][CH:13]=[CH:14][C:9]([CH2:8][CH2:7][C:1]3[CH:2]=[CH:3][CH:4]=[CH:5][CH:6]=3)=[C:10]2[C:17]([O:18][C@@H:19]2[O:45][C@H:44]([CH2:46][O:47][C:48](=[O:53])[C:49]([CH3:52])([CH3:51])[CH3:50])[C@@H:36]([O:37][C:38](=[O:43])[C:39]([CH3:40])([CH3:41])[CH3:42])[C@H:28]([O:29][C:30](=[O:35])[C:31]([CH3:32])([CH3:33])[CH3:34])[C@H:20]2[O:21][C:22](=[O:27])[C:23]([CH3:24])([CH3:25])[CH3:26])=[N:16]1)[C:65]1[CH:70]=[CH:69][CH:68]=[CH:67][CH:66]=1. (5) The product is: [Br:13][C:14]1[C:15]([F:23])=[C:16]([CH:20]=[CH:21][CH:22]=1)[C:17]([N:33]([O:34][CH3:35])[CH3:32])=[O:18]. Given the reactants C(N1C=CN=C1)(N1C=CN=C1)=O.[Br:13][C:14]1[C:15]([F:23])=[C:16]([CH:20]=[CH:21][CH:22]=1)[C:17](O)=[O:18].C(N(CC)CC)C.Cl.[CH3:32][NH:33][O:34][CH3:35], predict the reaction product. (6) Given the reactants [NH2:1][C:2]1[N:7]=[C:6]([NH:8][C:9]2[CH:14]=[CH:13][C:12]([CH2:15][OH:16])=[CH:11][CH:10]=2)[CH:5]=[C:4]([C:17]2[CH:22]=[C:21]([Cl:23])[CH:20]=[CH:19][C:18]=2[O:24][CH2:25][CH3:26])[N:3]=1.[C:27]([O:31][C:32]([NH:34][CH:35]([CH3:39])[C:36](O)=[O:37])=[O:33])([CH3:30])([CH3:29])[CH3:28], predict the reaction product. The product is: [NH2:1][C:2]1[N:7]=[C:6]([NH:8][C:9]2[CH:14]=[CH:13][C:12]([CH2:15][O:16][C:36](=[O:37])[C@@H:35]([NH:34][C:32]([O:31][C:27]([CH3:30])([CH3:29])[CH3:28])=[O:33])[CH3:39])=[CH:11][CH:10]=2)[CH:5]=[C:4]([C:17]2[CH:22]=[C:21]([Cl:23])[CH:20]=[CH:19][C:18]=2[O:24][CH2:25][CH3:26])[N:3]=1. (7) The product is: [CH3:12][CH:13]1[NH:18][CH2:17][CH2:16][N:15]([C:19]2[C:24]([O:25][CH3:26])=[C:23]3[N:27]([CH:35]4[CH2:37][CH2:36]4)[CH:28]=[C:29]([C:32]([OH:34])=[O:33])[C:30](=[O:31])[C:22]3=[CH:21][C:20]=2[F:38])[CH2:14]1. Given the reactants CS(C)=O.CC1CNCCN1.[CH3:12][CH:13]1[NH:18][CH2:17][CH2:16][N:15]([C:19]2[C:24]([O:25][CH3:26])=[C:23]3[N:27]([CH:35]4[CH2:37][CH2:36]4)[CH:28]=[C:29]([C:32]([OH:34])=[O:33])[C:30](=[O:31])[C:22]3=[CH:21][C:20]=2[F:38])[CH2:14]1.Cl, predict the reaction product.